From a dataset of Catalyst prediction with 721,799 reactions and 888 catalyst types from USPTO. Predict which catalyst facilitates the given reaction. (1) Reactant: [CH2:1]([C:8]1[NH:9][C:10]([C:13]([NH:15][C@@H:16]2[C:22](=[O:23])[NH:21][C:20]3[CH:24]=[CH:25][C:26]([B:28]4[O:32]C(C)(C)C(C)(C)[O:29]4)=[CH:27][C:19]=3[CH2:18][CH2:17]2)=[O:14])=[N:11][N:12]=1)[C:2]1[CH:7]=[CH:6][CH:5]=[CH:4][CH:3]=1.I([O-])(=O)(=O)=O.[Na+].Cl. Product: [CH2:1]([C:8]1[NH:9][C:10]([C:13]([NH:15][C@@H:16]2[C:22](=[O:23])[NH:21][C:20]3[CH:24]=[CH:25][C:26]([B:28]([OH:32])[OH:29])=[CH:27][C:19]=3[CH2:18][CH2:17]2)=[O:14])=[N:11][N:12]=1)[C:2]1[CH:7]=[CH:6][CH:5]=[CH:4][CH:3]=1. The catalyst class is: 1. (2) Reactant: [C:1]([O:5][C:6](=[O:24])[NH:7][C@H:8]([C:17]([C:19]1[S:20][CH:21]=[CH:22][N:23]=1)=[O:18])[CH2:9][CH2:10][C:11]1[CH:16]=[CH:15][CH:14]=[CH:13][CH:12]=1)([CH3:4])([CH3:3])[CH3:2].[BH4-].[Na+].O.Cl. Product: [C:1]([O:5][C:6](=[O:24])[NH:7][C@H:8]([CH:17]([OH:18])[C:19]1[S:20][CH:21]=[CH:22][N:23]=1)[CH2:9][CH2:10][C:11]1[CH:12]=[CH:13][CH:14]=[CH:15][CH:16]=1)([CH3:4])([CH3:2])[CH3:3]. The catalyst class is: 8.